Regression. Given two drug SMILES strings and cell line genomic features, predict the synergy score measuring deviation from expected non-interaction effect. From a dataset of NCI-60 drug combinations with 297,098 pairs across 59 cell lines. (1) Drug 1: C1C(C(OC1N2C=NC3=C(N=C(N=C32)Cl)N)CO)O. Drug 2: C1=NC2=C(N=C(N=C2N1C3C(C(C(O3)CO)O)F)Cl)N. Cell line: M14. Synergy scores: CSS=14.7, Synergy_ZIP=-3.39, Synergy_Bliss=1.44, Synergy_Loewe=-3.34, Synergy_HSA=2.48. (2) Drug 1: COC1=CC(=CC(=C1O)OC)C2C3C(COC3=O)C(C4=CC5=C(C=C24)OCO5)OC6C(C(C7C(O6)COC(O7)C8=CC=CS8)O)O. Drug 2: CCC(=C(C1=CC=CC=C1)C2=CC=C(C=C2)OCCN(C)C)C3=CC=CC=C3.C(C(=O)O)C(CC(=O)O)(C(=O)O)O. Cell line: SR. Synergy scores: CSS=56.3, Synergy_ZIP=0.936, Synergy_Bliss=-1.15, Synergy_Loewe=-25.3, Synergy_HSA=-0.243.